This data is from Forward reaction prediction with 1.9M reactions from USPTO patents (1976-2016). The task is: Predict the product of the given reaction. Given the reactants [Cl:1][C:2]1[CH:7]=[CH:6][C:5]([C:8]2[O:9][CH:10]=[C:11]([CH2:13][O:14][CH2:15][O:16][CH3:17])[N:12]=2)=[CH:4][CH:3]=1.C([Li])CCC.CN(C)[CH:25]=[O:26].O, predict the reaction product. The product is: [Cl:1][C:2]1[CH:3]=[CH:4][C:5]([C:8]2[O:9][C:10]([CH:25]=[O:26])=[C:11]([CH2:13][O:14][CH2:15][O:16][CH3:17])[N:12]=2)=[CH:6][CH:7]=1.